From a dataset of Full USPTO retrosynthesis dataset with 1.9M reactions from patents (1976-2016). Predict the reactants needed to synthesize the given product. (1) Given the product [CH3:1][O:2][C:3](=[O:16])[CH2:4][CH:5]1[C:9]2[C:10]([CH3:15])=[CH:11][C:12]([O:14][C@H:23]3[C:24]4[C:20](=[C:19]([C:18]([F:17])([F:29])[F:30])[CH:27]=[CH:26][CH:25]=4)[CH2:21][CH2:22]3)=[CH:13][C:8]=2[O:7][CH2:6]1, predict the reactants needed to synthesize it. The reactants are: [CH3:1][O:2][C:3](=[O:16])[CH2:4][CH:5]1[C:9]2[C:10]([CH3:15])=[CH:11][C:12]([OH:14])=[CH:13][C:8]=2[O:7][CH2:6]1.[F:17][C:18]([F:30])([F:29])[C:19]1[CH:27]=[CH:26][CH:25]=[C:24]2[C:20]=1[CH2:21][CH2:22][C@@H:23]2O.C1(P(C2C=CC=CC=2)C2C=CC=CC=2)C=CC=CC=1.C(OC(N=NC(OC(C)(C)C)=O)=O)(C)(C)C. (2) Given the product [C:12]([O:16][C:17]([N:19]1[CH2:20][C@H:21]([C:26]([CH3:34])([CH3:33])[O:27][SiH2:28][C:29]([CH3:32])([CH3:31])[CH3:30])[C@@H:22]([C:24]([OH:39])=[O:25])[CH2:23]1)=[O:18])([CH3:14])([CH3:15])[CH3:13], predict the reactants needed to synthesize it. The reactants are: CC1(C)N([O])C(C)(C)CCC1.[C:12]([O:16][C:17]([N:19]1[CH2:23][C@H:22]([CH2:24][OH:25])[C@@H:21]([C:26]([CH3:34])([CH3:33])[O:27][SiH2:28][C:29]([CH3:32])([CH3:31])[CH3:30])[CH2:20]1)=[O:18])([CH3:15])([CH3:14])[CH3:13].C([O:39]C(N1C[C@H](CO)[C@@H](CO)C1)=O)(C)(C)C.[O-]Cl=O.[Na+].[O-]Cl.[Na+].Cl. (3) Given the product [CH2:10]([N:12]1[C:16]([O:17][C:18]2[CH:19]=[CH:20][C:21]([CH2:24][F:7])=[CH:22][CH:23]=2)=[CH:15][C:14]([C:26]2[CH:27]=[C:28]([C:32]([NH:35][S:36]([CH2:39][C:40]([F:41])([F:43])[F:42])(=[O:38])=[O:37])([CH3:34])[CH3:33])[CH:29]=[CH:30][CH:31]=2)=[N:13]1)[CH3:11], predict the reactants needed to synthesize it. The reactants are: C(N(S(F)(F)[F:7])CC)C.[CH2:10]([N:12]1[C:16]([O:17][C:18]2[CH:23]=[CH:22][C:21]([CH2:24]O)=[CH:20][CH:19]=2)=[CH:15][C:14]([C:26]2[CH:27]=[C:28]([C:32]([NH:35][S:36]([CH2:39][C:40]([F:43])([F:42])[F:41])(=[O:38])=[O:37])([CH3:34])[CH3:33])[CH:29]=[CH:30][CH:31]=2)=[N:13]1)[CH3:11].C(=O)([O-])O.[Na+]. (4) Given the product [NH2:9][C:3]1[C:2]([NH2:1])=[C:7]([CH3:8])[CH:6]=[CH:5][N:4]=1, predict the reactants needed to synthesize it. The reactants are: [NH2:1][C:2]1[C:3]([N+:9]([O-])=O)=[N:4][CH:5]=[CH:6][C:7]=1[CH3:8]. (5) Given the product [C:15]1([S:21]([N:10]2[C:7]3=[N:8][CH:9]=[C:4]([CH2:3][O:2][CH3:1])[CH:5]=[C:6]3[CH:12]=[CH:11]2)(=[O:23])=[O:22])[CH:20]=[CH:19][CH:18]=[CH:17][CH:16]=1, predict the reactants needed to synthesize it. The reactants are: [CH3:1][O:2][CH2:3][C:4]1[CH:5]=[C:6]2[CH:12]=[CH:11][NH:10][C:7]2=[N:8][CH:9]=1.[OH-].[Na+].[C:15]1([S:21](Cl)(=[O:23])=[O:22])[CH:20]=[CH:19][CH:18]=[CH:17][CH:16]=1. (6) Given the product [CH3:24][S:25]([O:16][CH:14]([CH2:13][CH:12]([S:17][C:18]1[CH:23]=[CH:22][CH:21]=[CH:20][N:19]=1)[CH:11]=[N:10][O:9][CH3:8])[CH3:15])(=[O:27])=[O:26], predict the reactants needed to synthesize it. The reactants are: C(N(CC)CC)C.[CH3:8][O:9][N:10]=[CH:11][CH:12]([S:17][C:18]1[CH:23]=[CH:22][CH:21]=[CH:20][N:19]=1)[CH2:13][CH:14]([OH:16])[CH3:15].[CH3:24][S:25](Cl)(=[O:27])=[O:26].C(OCC)(=O)C. (7) Given the product [ClH:6].[ClH:6].[CH2:7]([N:14]1[C:22]2[C:21]([N:23]3[CH2:32][CH2:31][C:30]4[C:25](=[CH:26][CH:27]=[CH:28][CH:29]=4)[CH2:24]3)=[CH:20][N:19]=[CH:18][C:17]=2[C:16]([C:1]#[N:2])=[C:15]1[CH3:33])[C:8]1[CH:9]=[CH:10][CH:11]=[CH:12][CH:13]=1, predict the reactants needed to synthesize it. The reactants are: [CH3:1][NH:2]C.C=O.[ClH:6].[CH2:7]([N:14]1[C:22]2[C:21]([N:23]3[CH2:32][CH2:31][C:30]4[C:25](=[CH:26][CH:27]=[CH:28][CH:29]=4)[CH2:24]3)=[CH:20][N:19]=[CH:18][C:17]=2[CH:16]=[C:15]1[CH3:33])[C:8]1[CH:13]=[CH:12][CH:11]=[CH:10][CH:9]=1.IC.[C-]#N.[Na+]. (8) Given the product [C:30]([C:29]1[CH:28]=[CH:27][C:26]([CH:9]2[C:8]([C:6]([O:38][CH2:37][CH2:36][N:35]([CH3:39])[CH3:34])=[O:7])=[C:13]([CH3:14])[N:12]([C:15]3[CH:20]=[CH:19][CH:18]=[C:17]([C:21]([F:23])([F:22])[F:24])[CH:16]=3)[C:11](=[O:25])[NH:10]2)=[CH:33][CH:32]=1)#[N:31], predict the reactants needed to synthesize it. The reactants are: N1([C:6]([C:8]2[CH:9]([C:26]3[CH:33]=[CH:32][C:29]([C:30]#[N:31])=[CH:28][CH:27]=3)[NH:10][C:11](=[O:25])[N:12]([C:15]3[CH:20]=[CH:19][CH:18]=[C:17]([C:21]([F:24])([F:23])[F:22])[CH:16]=3)[C:13]=2[CH3:14])=[O:7])C=CN=C1.[CH3:34][N:35]([CH3:39])[CH2:36][CH2:37][OH:38]. (9) Given the product [Cl:1][C:2]1[C:9]([CH3:10])=[C:8]([NH:22][C@@H:23]2[CH2:28][CH2:27][CH2:26][CH2:25][C@@H:24]2[OH:29])[CH:7]=[CH:6][C:3]=1[C:4]#[N:5], predict the reactants needed to synthesize it. The reactants are: [Cl:1][C:2]1[C:9]([CH3:10])=[C:8](F)[CH:7]=[CH:6][C:3]=1[C:4]#[N:5].C(N(C(C)C)CC)(C)C.Cl.[NH2:22][C@@H:23]1[CH2:28][CH2:27][CH2:26][CH2:25][C@@H:24]1[OH:29]. (10) Given the product [F:8][C:9]1[CH:10]=[C:11]([N:21]2[CH2:25][C@H:24]([CH2:26][NH:27][C:28](=[O:30])[CH3:29])[O:23][C:22]2=[O:31])[CH:12]=[CH:13][C:14]=1[N:15]1[CH2:20][CH2:19][N:18]([C:42]2[S:46][C:45]([N+:47]([O-:49])=[O:48])=[CH:44][CH:43]=2)[CH2:17][CH2:16]1, predict the reactants needed to synthesize it. The reactants are: FC(F)(F)C(O)=O.[F:8][C:9]1[CH:10]=[C:11]([N:21]2[CH2:25][C@H:24]([CH2:26][NH:27][C:28](=[O:30])[CH3:29])[O:23][C:22]2=[O:31])[CH:12]=[CH:13][C:14]=1[N:15]1[CH2:20][CH2:19][NH:18][CH2:17][CH2:16]1.C(N(C(C)C)C(C)C)C.Br[C:42]1[S:46][C:45]([N+:47]([O-:49])=[O:48])=[CH:44][CH:43]=1.